From a dataset of Reaction yield outcomes from USPTO patents with 853,638 reactions. Predict the reaction yield, written as a fraction of the theoretical maximum amount of product (1.0 means a 100% yield; for example, 0.34 means a 34% yield). The reactants are [CH3:1][O:2][C:3]1[C:4]([C:23]2[CH:28]=[CH:27][CH:26]=[CH:25][C:24]=2[O:29][CH3:30])=[CH:5][C:6]2[C:12]([C:13]3[CH:14]=[C:15]([CH:18]=[CH:19][CH:20]=3)[C:16]#[N:17])=[N:11][CH2:10][C:9](=[O:21])[NH:8][C:7]=2[CH:22]=1.[CH2:31](Br)[CH2:32][C:33]1[CH:38]=[CH:37][CH:36]=[CH:35][CH:34]=1. No catalyst specified. The product is [CH3:1][O:2][C:3]1[C:4]([C:23]2[CH:28]=[CH:27][CH:26]=[CH:25][C:24]=2[O:29][CH3:30])=[CH:5][C:6]2[C:12]([C:13]3[CH:14]=[C:15]([CH:18]=[CH:19][CH:20]=3)[C:16]#[N:17])=[N:11][CH2:10][C:9](=[O:21])[N:8]([CH2:31][CH2:32][C:33]3[CH:38]=[CH:37][CH:36]=[CH:35][CH:34]=3)[C:7]=2[CH:22]=1. The yield is 0.870.